From a dataset of Catalyst prediction with 721,799 reactions and 888 catalyst types from USPTO. Predict which catalyst facilitates the given reaction. (1) The catalyst class is: 14. Product: [Cl:1][C:2]1[C:3]([O:25][CH2:26][CH2:27][CH2:28][O:29][CH3:30])=[CH:4][C:5]2[CH2:14][CH:13]([CH:15]([CH3:17])[CH3:16])[N:12]3[C:7](=[CH:8][C:9](=[O:23])[C:10]([C:18]([OH:20])=[O:19])=[CH:11]3)[C:6]=2[CH:24]=1. Reactant: [Cl:1][C:2]1[C:3]([O:25][CH2:26][CH2:27][CH2:28][O:29][CH3:30])=[CH:4][C:5]2[CH2:14][CH:13]([CH:15]([CH3:17])[CH3:16])[N:12]3[C:7](=[CH:8][C:9](=[O:23])[C:10]([C:18]([O:20]CC)=[O:19])=[CH:11]3)[C:6]=2[CH:24]=1.[OH-].[Na+].Cl. (2) Reactant: [C:1]([CH:3](C(OCC)=O)[CH2:4][CH2:5][C:6]1[CH:7]=[CH:8][C:9]2[N:14]([CH3:15])[CH2:13][CH2:12][N:11](C(OC(C)(C)C)=O)[C:10]=2[N:23]=1)#[N:2].[OH-].[K+].O.CCOC(C)=O. Product: [CH3:15][N:14]1[CH2:13][CH2:12][NH:11][C:10]2[N:23]=[C:6]([CH2:5][CH2:4][CH2:3][C:1]#[N:2])[CH:7]=[CH:8][C:9]1=2. The catalyst class is: 196.